This data is from Catalyst prediction with 721,799 reactions and 888 catalyst types from USPTO. The task is: Predict which catalyst facilitates the given reaction. (1) Reactant: [CH3:1][C:2]1[O:3][C:4]([C:11]2[CH:16]=[CH:15][CH:14]=[CH:13][CH:12]=2)=[CH:5][C:6]=1[C:7]([O:9][CH3:10])=[O:8].CC1OC(C2C=CC=CC=2)=CC=1C(Cl)=O.[Br:32]N1C(=O)CCC1=O. Product: [Br:32][C:5]1[C:6]([C:7]([O:9][CH3:10])=[O:8])=[C:2]([CH3:1])[O:3][C:4]=1[C:11]1[CH:16]=[CH:15][CH:14]=[CH:13][CH:12]=1. The catalyst class is: 10. (2) The catalyst class is: 4. Product: [OH:2][C:3]1[C:12]([C:13]2[S:14][CH:15]=[CH:16][CH:17]=2)=[CH:11][C:10]2[N:9]=[C:8]([C:18]3[S:19][CH:20]=[CH:21][CH:22]=3)[CH:7]=[N:6][C:5]=2[C:4]=1[C:23]([OH:25])=[O:24]. Reactant: C[O:2][C:3]1[C:12]([C:13]2[S:14][CH:15]=[CH:16][CH:17]=2)=[CH:11][C:10]2[N:9]=[C:8]([C:18]3[S:19][CH:20]=[CH:21][CH:22]=3)[CH:7]=[N:6][C:5]=2[C:4]=1[C:23]([O:25]C)=[O:24].B(Br)(Br)Br.